The task is: Predict the reactants needed to synthesize the given product.. This data is from Full USPTO retrosynthesis dataset with 1.9M reactions from patents (1976-2016). Given the product [CH3:11][CH:2]1[CH:3]([C:5]2[CH:6]=[N:7][CH:8]=[CH:9][CH:10]=2)[O:4][C:13](=[O:15])[NH:1]1, predict the reactants needed to synthesize it. The reactants are: [NH2:1][CH:2]([CH3:11])[CH:3]([C:5]1[CH:6]=[N:7][CH:8]=[CH:9][CH:10]=1)[OH:4].Cl[C:13](Cl)([O:15]C(=O)OC(Cl)(Cl)Cl)Cl.